This data is from Reaction yield outcomes from USPTO patents with 853,638 reactions. The task is: Predict the reaction yield, written as a fraction of the theoretical maximum amount of product (1.0 means a 100% yield; for example, 0.34 means a 34% yield). (1) The reactants are [OH:1][C:2]1[CH:11]=[CH:10][C:5]([C:6]([O:8][CH3:9])=[O:7])=[CH:4][C:3]=1[O:12][CH3:13].Br[CH2:15][CH2:16][CH2:17][Cl:18].C(=O)([O-])[O-].[K+].[K+]. The catalyst is CN(C)C=O. The product is [Cl:18][CH2:17][CH2:16][CH2:15][O:1][C:2]1[CH:11]=[CH:10][C:5]([C:6]([O:8][CH3:9])=[O:7])=[CH:4][C:3]=1[O:12][CH3:13]. The yield is 0.598. (2) The reactants are C1(O)C=CC=CC=1.FC(F)(F)S(OC[P:15]([O:25][CH2:26][C:27]1[CH:32]=[CH:31][CH:30]=[CH:29][CH:28]=1)(=[O:24])[O:16][CH2:17][C:18]1[CH:23]=[CH:22][CH:21]=[CH:20][CH:19]=1)(=O)=O.C([O-])([O-])=O.[Cs+].[Cs+]. The catalyst is CC#N. The product is [PH:15](=[O:24])([O:25][CH2:26][C:27]1[CH:32]=[CH:31][CH:30]=[CH:29][CH:28]=1)[O:16][CH2:17][C:18]1[CH:23]=[CH:22][CH:21]=[CH:20][CH:19]=1. The yield is 0.880.